This data is from Forward reaction prediction with 1.9M reactions from USPTO patents (1976-2016). The task is: Predict the product of the given reaction. (1) Given the reactants [C:1]([O:5][C:6]([N:8]1[C:16]2[C:11](=[CH:12][CH:13]=[C:14]([Cl:17])[CH:15]=2)[C:10]([CH2:20]O)([CH2:18]O)[CH2:9]1)=[O:7])([CH3:4])([CH3:3])[CH3:2].CCN(C(C)C)C(C)C.FC(S(OS(C(F)(F)F)(=O)=O)(=O)=O)(F)F.[C:46]1([CH:52]([NH2:59])[C:53]2[CH:58]=[CH:57][CH:56]=[CH:55][CH:54]=2)[CH:51]=[CH:50][CH:49]=[CH:48][CH:47]=1, predict the reaction product. The product is: [C:1]([O:5][C:6]([N:8]1[C:16]2[C:11](=[CH:12][CH:13]=[C:14]([Cl:17])[CH:15]=2)[C:10]2([CH2:20][N:59]([CH:52]([C:46]3[CH:51]=[CH:50][CH:49]=[CH:48][CH:47]=3)[C:53]3[CH:58]=[CH:57][CH:56]=[CH:55][CH:54]=3)[CH2:18]2)[CH2:9]1)=[O:7])([CH3:4])([CH3:3])[CH3:2]. (2) Given the reactants Cl.[NH2:2][C:3]1[NH:7][C:6]2[CH:8]=[C:9]([N:12]3[C:16](=[O:17])[CH:15]=[CH:14][C:13]3=[O:18])[CH:10]=[CH:11][C:5]=2[N:4]=1.NC1C=CC2N=C(N(C(OC(C)(C)C)=O)C(OC(C)(C)C)=O)N(C(OC(C)(C)C)=O)C=2C=1.[CH2:51]([CH:63]1CC(=O)O[C:64]1=O)[CH:52]=[CH:53][CH2:54][CH2:55][CH2:56][CH2:57][CH2:58][CH2:59][CH2:60]CC, predict the reaction product. The product is: [NH2:2][C:3]1[NH:7][C:6]2[CH:8]=[C:9]([N:12]3[C:13](=[O:18])[CH2:14][CH:15]([CH2:64]/[CH:63]=[CH:51]\[CH2:52][CH2:53][CH2:54][CH2:55][CH2:56][CH2:57][CH2:58][CH2:59][CH3:60])[C:16]3=[O:17])[CH:10]=[CH:11][C:5]=2[N:4]=1. (3) The product is: [C:24]([O:23][C:21]([NH:20][C:18]12[CH2:17][CH2:16][CH2:15][CH:14]1[CH2:13][CH2:12][NH:11][CH2:19]2)=[O:22])([CH3:25])([CH3:26])[CH3:27]. Given the reactants C(OC([N:11]1[CH2:19][C:18]2([NH:20][C:21]([O:23][C:24]([CH3:27])([CH3:26])[CH3:25])=[O:22])[CH:13]([CH2:14][CH2:15][CH2:16][CH2:17]2)[CH2:12]1)=O)C1C=CC=CC=1.[H][H], predict the reaction product. (4) Given the reactants [C:1]1([C@H:7]([O:9][C:10](=[O:26])[NH:11][C:12]2[C:13]([CH3:25])=[N:14][O:15][C:16]=2[C:17]2[CH:22]=[CH:21][C:20]([CH2:23][OH:24])=[CH:19][CH:18]=2)[CH3:8])[CH:6]=[CH:5][CH:4]=[CH:3][CH:2]=1.C[C:28]([CH:33]1[CH:38]=[CH:37][CH:36]=[CH:35][C:34]1=[N+]=[N-])([CH3:32])C([O-])=O, predict the reaction product. The product is: [CH3:7][O:9][C:10](=[O:26])[CH:32]([O:24][CH2:23][C:20]1[CH:19]=[CH:18][C:17]([C:16]2[O:15][N:14]=[C:13]([CH3:25])[C:12]=2[NH:11][C:10]([O:9][C@@H:7]([C:1]2[CH:2]=[CH:3][CH:4]=[CH:5][CH:6]=2)[CH3:8])=[O:26])=[CH:22][CH:21]=1)[CH2:28][C:33]1[CH:34]=[CH:35][CH:36]=[CH:37][CH:38]=1. (5) The product is: [Cl:1][C:2]1[CH:3]=[CH:4][C:5]([C:31]#[N:32])=[C:6]([C:8]2[C:13]([O:14][CH3:15])=[CH:12][N:11]([CH:16]([CH2:24][CH:25]([O:28][CH3:29])[CH2:26][CH3:27])[C:17]([OH:19])=[O:18])[C:10](=[O:30])[CH:9]=2)[CH:7]=1. Given the reactants [Cl:1][C:2]1[CH:3]=[CH:4][C:5]([C:31]#[N:32])=[C:6]([C:8]2[C:13]([O:14][CH3:15])=[CH:12][N:11]([CH:16]([CH2:24][CH:25]([O:28][CH3:29])[CH2:26][CH3:27])[C:17]([O:19]C(C)(C)C)=[O:18])[C:10](=[O:30])[CH:9]=2)[CH:7]=1.FC(F)(F)C(O)=O, predict the reaction product.